From a dataset of Reaction yield outcomes from USPTO patents with 853,638 reactions. Predict the reaction yield, written as a fraction of the theoretical maximum amount of product (1.0 means a 100% yield; for example, 0.34 means a 34% yield). (1) The reactants are [Cl:1][C:2]1[S:6][C:5]([S:7](Cl)(=[O:9])=[O:8])=[CH:4][CH:3]=1.[Cl:11][C:12]1[CH:13]=[C:14]([CH:20]=[CH:21][C:22]=1[Cl:23])[CH2:15][NH:16][CH:17]([CH3:19])[CH3:18].C(N(CC)CC)C. The catalyst is CC#N. The product is [Cl:1][C:2]1[S:6][C:5]([S:7]([N:16]([CH2:15][C:14]2[CH:20]=[CH:21][C:22]([Cl:23])=[C:12]([Cl:11])[CH:13]=2)[CH:17]([CH3:18])[CH3:19])(=[O:9])=[O:8])=[CH:4][CH:3]=1. The yield is 0.391. (2) The reactants are [Cl-].Cl[C:3]1[N:8]=[C:7]([C:9]2[S:13][CH:12]=[N:11][C:10]=2[C:14]2[CH:15]=[C:16]([NH:20][C:21](=[O:30])[C:22]3[CH:27]=[C:26]([F:28])[CH:25]=[CH:24][C:23]=3[F:29])[CH:17]=[CH:18][CH:19]=2)[CH:6]=[CH:5][N:4]=1.[CH2:31]([N:33]([CH2:44][CH3:45])[CH2:34][CH2:35][O:36][C:37]1[CH:38]=[C:39]([NH2:43])[CH:40]=[CH:41][CH:42]=1)[CH3:32]. No catalyst specified. The product is [CH2:44]([N:33]([CH2:31][CH3:32])[CH2:34][CH2:35][O:36][C:37]1[CH:38]=[C:39]([NH:43][C:3]2[N:8]=[C:7]([C:9]3[S:13][CH:12]=[N:11][C:10]=3[C:14]3[CH:15]=[C:16]([NH:20][C:21](=[O:30])[C:22]4[CH:27]=[C:26]([F:28])[CH:25]=[CH:24][C:23]=4[F:29])[CH:17]=[CH:18][CH:19]=3)[CH:6]=[CH:5][N:4]=2)[CH:40]=[CH:41][CH:42]=1)[CH3:45]. The yield is 0.230. (3) The reactants are [F:1][C:2]1[CH:7]=[C:6]([F:8])[CH:5]=[CH:4][C:3]=1[C:9]1[CH:14]=[CH:13][CH:12]=[C:11]([NH:15][C:16]([C:18]2[NH:19][C:20]3[C:25]([CH:26]=2)=[CH:24][CH:23]=[C:22]([N+:27]([O-:29])=[O:28])[CH:21]=3)=[O:17])[CH:10]=1.[CH3:30][C:31]([O:34][C:35](O[C:35]([O:34][C:31]([CH3:33])([CH3:32])[CH3:30])=[O:36])=[O:36])([CH3:33])[CH3:32].CCN(CC)CC. The catalyst is CN(C=O)C. The product is [F:1][C:2]1[CH:7]=[C:6]([F:8])[CH:5]=[CH:4][C:3]=1[C:9]1[CH:14]=[CH:13][CH:12]=[C:11]([NH:15][C:16]([C:18]2[N:19]([C:35]([O:34][C:31]([CH3:33])([CH3:32])[CH3:30])=[O:36])[C:20]3[C:25]([CH:26]=2)=[CH:24][CH:23]=[C:22]([N+:27]([O-:29])=[O:28])[CH:21]=3)=[O:17])[CH:10]=1. The yield is 0.620. (4) The reactants are C[N:2]([CH3:19])[CH:3]=[CH:4][C:5]([C:7]1[CH:8]=[C:9]([N:13]([CH2:17][CH3:18])[C:14](=[O:16])[CH3:15])[CH:10]=[CH:11][CH:12]=1)=O.N[C:21]1[C:25]([C:26]#[N:27])=C[NH:23][N:22]=1.Cl. The catalyst is O.CO. The product is [CH3:18][CH2:17][N:13]([C:14]([CH3:15])=[O:16])[C:9]1[CH:10]=[CH:11][CH:12]=[C:7]([C:5]2[N:23]3[N:22]=[CH:21][C:25]([C:26]#[N:27])=[C:19]3[N:2]=[CH:3][CH:4]=2)[CH:8]=1. The yield is 0.977. (5) The reactants are [F:1][C:2]1[CH:3]=[C:4]([CH3:10])[C:5]([NH:8][NH2:9])=[N:6][CH:7]=1.[CH3:11][N:12]1[CH2:16][CH2:15][CH2:14][C@H:13]1[C:17](O)=[O:18].C1C=CC2N(O)N=NC=2C=1.C(Cl)CCl. The catalyst is C(Cl)Cl. The product is [F:1][C:2]1[CH:3]=[C:4]([CH3:10])[C:5]([NH:8][NH:9][C:17]([C@@H:13]2[CH2:14][CH2:15][CH2:16][N:12]2[CH3:11])=[O:18])=[N:6][CH:7]=1. The yield is 0.560. (6) The reactants are [N:1]1[C:10]2[C:5](=[CH:6][C:7]([CH:11]=O)=[CH:8][CH:9]=2)[N:4]=[CH:3][CH:2]=1.[Br-].[O:14]1CCO[CH:15]1[CH2:19][P+](C1C=CC=CC=1)(C1C=CC=CC=1)C1C=CC=CC=1.COCCOCCN(CCOCCOC)CCOCCOC. The catalyst is ClCCl.C([O-])([O-])=O.[K+].[K+]. The product is [N:1]1[C:10]2[C:5](=[CH:6][C:7](/[CH:11]=[CH:19]/[CH:15]=[O:14])=[CH:8][CH:9]=2)[N:4]=[CH:3][CH:2]=1. The yield is 0.650.